The task is: Regression. Given a peptide amino acid sequence and an MHC pseudo amino acid sequence, predict their binding affinity value. This is MHC class II binding data.. This data is from Peptide-MHC class II binding affinity with 134,281 pairs from IEDB. (1) The peptide sequence is LKRMAVSGDDCVVRP. The MHC is HLA-DQA10501-DQB10402 with pseudo-sequence HLA-DQA10501-DQB10402. The binding affinity (normalized) is 0.308. (2) The peptide sequence is IGGWLLLEPWISPSV. The MHC is DRB5_0101 with pseudo-sequence DRB5_0101. The binding affinity (normalized) is 0.324.